Dataset: Forward reaction prediction with 1.9M reactions from USPTO patents (1976-2016). Task: Predict the product of the given reaction. (1) Given the reactants C(O[C:6]([N:8]1[CH2:12][C:11](=[N:13][O:14][CH3:15])[CH2:10][C@H:9]1[C:16]([OH:18])=O)=[O:7])(C)(C)C.O[N:20]=[C:21]([NH2:23])[CH3:22].[F:24][C:25]([F:42])([F:41])[C:26]1[CH:31]=[CH:30][CH:29]=[CH:28][C:27]=1[C:32]1[CH:37]=[CH:36][C:35](C(O)=O)=[CH:34][CH:33]=1, predict the reaction product. The product is: [CH3:15][O:14][N:13]=[C:11]1[CH2:10][C@@H:9]([C:16]2[O:18][N:23]=[C:21]([CH3:22])[N:20]=2)[N:8]([C:6]([C:35]2[CH:34]=[CH:33][C:32]([C:27]3[CH:28]=[CH:29][CH:30]=[CH:31][C:26]=3[C:25]([F:24])([F:41])[F:42])=[CH:37][CH:36]=2)=[O:7])[CH2:12]1. (2) Given the reactants [C:1]([N:4]1[CH2:13][CH2:12][C:11]2[C:10]([N:14]3[CH2:19][CH2:18][O:17][CH2:16][C@@H:15]3[CH2:20][CH3:21])=[N:9][C:8]([C:22]3[CH:27]=[CH:26][C:25]([NH:28][C:29]([NH:31][CH2:32][CH3:33])=[O:30])=[CH:24][CH:23]=3)=[N:7][C:6]=2[CH2:5]1)(=O)[CH3:2].Cl.[OH-].[Na+].CC1C=CC(COC(NNC(C2C=NC=CN=2)=O)=O)=CC=1, predict the reaction product. The product is: [CH2:32]([NH:31][C:29]([NH:28][C:25]1[CH:24]=[CH:23][C:22]([C:8]2[N:9]=[C:10]([N:14]3[CH2:19][CH2:18][O:17][CH2:16][C@@H:15]3[CH2:20][CH3:21])[C:11]3[CH2:12][CH2:13][N:4]([CH2:1][CH3:2])[CH2:5][C:6]=3[N:7]=2)=[CH:27][CH:26]=1)=[O:30])[CH3:33]. (3) Given the reactants Br[C:2]([CH3:7])([CH3:6])[C:3](Br)=[O:4].[NH2:8][C:9]1[CH:14]=[C:13]([S:15]([CH3:18])(=[O:17])=[O:16])[CH:12]=[C:11]([Br:19])[C:10]=1[OH:20].C(=O)([O-])[O-].[K+].[K+], predict the reaction product. The product is: [Br:19][C:11]1[C:10]2[O:20][C:2]([CH3:7])([CH3:6])[C:3](=[O:4])[NH:8][C:9]=2[CH:14]=[C:13]([S:15]([CH3:18])(=[O:17])=[O:16])[CH:12]=1. (4) Given the reactants [F:1][C:2]([F:7])([F:6])[C:3]([OH:5])=[O:4].[CH3:8][O:9][C:10]1[CH:11]=[C:12]([CH2:18][NH2:19])[N:13]=[N:14][C:15]=1[O:16][CH3:17].[N:20]#[C:21]Br, predict the reaction product. The product is: [F:1][C:2]([F:7])([F:6])[C:3]([OH:5])=[O:4].[CH3:17][O:16][C:15]1[C:10]([O:9][CH3:8])=[CH:11][C:12]2[N:13]([C:21]([NH2:20])=[N:19][CH:18]=2)[N:14]=1. (5) Given the reactants [OH:1][C:2]1[CH:3]=[C:4]([CH:9]=[CH:10][CH:11]=1)[C:5]([O:7][CH3:8])=[O:6].Cl[C:13]1[C:18]([Cl:19])=[CH:17][C:16]([N+:20]([O-:22])=[O:21])=[CH:15][N:14]=1.[H-].[Na+], predict the reaction product. The product is: [Cl:19][C:18]1[C:13]([O:1][C:2]2[CH:3]=[C:4]([CH:9]=[CH:10][CH:11]=2)[C:5]([O:7][CH3:8])=[O:6])=[N:14][CH:15]=[C:16]([N+:20]([O-:22])=[O:21])[CH:17]=1.